This data is from Forward reaction prediction with 1.9M reactions from USPTO patents (1976-2016). The task is: Predict the product of the given reaction. (1) Given the reactants Cl.Cl.[N+:3]([C:6]1[CH:7]=[N:8][N:9]([CH2:11][CH2:12][CH2:13][NH2:14])[CH:10]=1)([O-:5])=[O:4].Cl[C:16]1[N:17]=[CH:18][C:19]2[N:24]=[N:23][N:22]([C:25]3[CH:36]=[CH:35][C:28]([O:29][CH2:30][CH2:31][C:32]([OH:34])=[O:33])=[CH:27][CH:26]=3)[C:20]=2[N:21]=1.C(N(CC)CC)C, predict the reaction product. The product is: [N+:3]([C:6]1[CH:7]=[N:8][N:9]([CH2:11][CH2:12][CH2:13][NH:14][C:16]2[N:17]=[CH:18][C:19]3[N:24]=[N:23][N:22]([C:25]4[CH:26]=[CH:27][C:28]([O:29][CH2:30][CH2:31][C:32]([OH:34])=[O:33])=[CH:35][CH:36]=4)[C:20]=3[N:21]=2)[CH:10]=1)([O-:5])=[O:4]. (2) Given the reactants C[O:2][C:3]1[CH:12]=[CH:11][C:10]2[NH:9][C:8](=[O:13])[C:7]3[S:14][CH:15]=[CH:16][C:6]=3[C:5]=2[C:4]=1[C:17]1[CH:22]=[CH:21][C:20]([CH:23]([NH:25][C:26](=[O:32])[O:27][C:28]([CH3:31])([CH3:30])[CH3:29])[CH3:24])=[CH:19][CH:18]=1.B(Br)(Br)Br.C(OC(OC(C)(C)C)=O)(OC(C)(C)C)=O.C(N(CC)CC)C, predict the reaction product. The product is: [OH:2][C:3]1[CH:12]=[CH:11][C:10]2[NH:9][C:8](=[O:13])[C:7]3[S:14][CH:15]=[CH:16][C:6]=3[C:5]=2[C:4]=1[C:17]1[CH:22]=[CH:21][C:20]([CH:23]([NH:25][C:26](=[O:32])[O:27][C:28]([CH3:31])([CH3:30])[CH3:29])[CH3:24])=[CH:19][CH:18]=1.